From a dataset of Forward reaction prediction with 1.9M reactions from USPTO patents (1976-2016). Predict the product of the given reaction. (1) Given the reactants N1C2C(=CC=CC=2)C=C1.C([N:17]1[C:29]2[C:28]([O:30][CH2:31][CH2:32][CH2:33]Br)=[C:27]3[N:35](C(OC(C)(C)C)=O)[C:36]4[CH:37]=[CH:38][C:39]([Br:42])=[CH:40][C:41]=4[C:26]3=[CH:25][C:24]=2[C:23]2[C:18]1=[CH:19][CH:20]=[C:21]([Br:50])[CH:22]=2)(OC(C)(C)C)=O.[NH:51]1[CH2:56][CH2:55][O:54][CH2:53][CH2:52]1, predict the reaction product. The product is: [Br:50][C:21]1[CH:22]=[C:23]2[C:18](=[CH:19][CH:20]=1)[NH:17][C:29]1[C:28]([O:30][CH2:31][CH2:32][CH2:33][N:51]3[CH2:56][CH2:55][O:54][CH2:53][CH2:52]3)=[C:27]3[NH:35][C:36]4[CH:37]=[CH:38][C:39]([Br:42])=[CH:40][C:41]=4[C:26]3=[CH:25][C:24]2=1. (2) Given the reactants [Cl:1][C:2]1[CH:12]=[CH:11][C:5]2[CH2:6][CH2:7][NH:8][CH2:9][CH2:10][C:4]=2[C:3]=1[CH2:13][S:14][C:15]1[S:16][CH2:17][CH2:18][N:19]=1.[C:20]([OH:27])(=[O:26])[CH2:21][CH2:22][C:23]([OH:25])=[O:24], predict the reaction product. The product is: [C:20]([OH:27])(=[O:26])[CH2:21][CH2:22][C:23]([OH:25])=[O:24].[Cl:1][C:2]1[CH:12]=[CH:11][C:5]2[CH2:6][CH2:7][NH:8][CH2:9][CH2:10][C:4]=2[C:3]=1[CH2:13][S:14][C:15]1[S:16][CH2:17][CH2:18][N:19]=1.